Dataset: Catalyst prediction with 721,799 reactions and 888 catalyst types from USPTO. Task: Predict which catalyst facilitates the given reaction. Reactant: [F:1][C:2]([F:23])([F:22])[C:3]1[C:11]2[CH2:10][CH2:9][CH2:8][CH2:7][C:6]=2[N:5]([C:12]2[CH:17]=[CH:16][C:15]([CH2:18][C:19](O)=[O:20])=[CH:14][CH:13]=2)[N:4]=1.C(N1C=CN=C1)(N1C=CN=C1)=O.[NH:36]1[CH2:40][CH2:39][CH2:38][CH2:37]1. Product: [O:20]=[C:19]([N:36]1[CH2:40][CH2:39][CH2:38][CH2:37]1)[CH2:18][C:15]1[CH:16]=[CH:17][C:12]([N:5]2[C:6]3[CH2:7][CH2:8][CH2:9][CH2:10][C:11]=3[C:3]([C:2]([F:23])([F:1])[F:22])=[N:4]2)=[CH:13][CH:14]=1. The catalyst class is: 4.